From a dataset of Cav3 T-type calcium channel HTS with 100,875 compounds. Binary Classification. Given a drug SMILES string, predict its activity (active/inactive) in a high-throughput screening assay against a specified biological target. (1) The molecule is O=C(NCc1c(OC)cccc1)C1CCN(CC1)C(=O)N(C)C. The result is 0 (inactive). (2) The compound is s1c2n(nc1SCc1ccccc1)c(nn2)C(N)Cc1ccccc1. The result is 0 (inactive). (3) The molecule is S(Cc1c2c([nH]c(=O)c1)cccc2)c1n(nnn1)C. The result is 0 (inactive). (4) The compound is O(c1c2c(n(c(=O)c1)C)cccc2)CCCC(=O)Nc1cccnc1. The result is 0 (inactive). (5) The compound is S1(=O)(=O)CC(N(Cc2ccc(F)cc2)C(=O)c2cc(OCC)ccc2)CC1. The result is 0 (inactive). (6) The molecule is Fc1c(C(=O)Nc2ccc(NC(=O)C)cc2)cccc1. The result is 0 (inactive). (7) The compound is s1c(NC(=O)c2cc(OC)c(OC)c(OC)c2)nc(c1)C(OCC)=O. The result is 0 (inactive). (8) The molecule is S(c1n(c2c(n(c(=O)n(c2=O)C)C)n1)CC)CC(=O)N1c2c(CCc3c1cccc3)cccc2. The result is 0 (inactive). (9) The molecule is s1c(c2n(c(SC)nn2)C)c(nc1c1ccccc1)C. The result is 0 (inactive).